This data is from Forward reaction prediction with 1.9M reactions from USPTO patents (1976-2016). The task is: Predict the product of the given reaction. (1) Given the reactants [CH3:1][C:2]1[C:7]([C:8](Cl)=[O:9])=[CH:6][N:5]=[C:4]([C:11]2[CH:16]=[CH:15][CH:14]=[CH:13][N:12]=2)[N:3]=1.[F:17][C:18]1[CH:19]=[C:20]2[C:24](=[CH:25][CH:26]=1)[N:23]([NH2:27])[CH:22]=[CH:21]2.C([O-])([O-])=O.[K+].[K+], predict the reaction product. The product is: [F:17][C:18]1[CH:19]=[C:20]2[C:24](=[CH:25][CH:26]=1)[N:23]([NH:27][C:8]([C:7]1[C:2]([CH3:1])=[N:3][C:4]([C:11]3[CH:16]=[CH:15][CH:14]=[CH:13][N:12]=3)=[N:5][CH:6]=1)=[O:9])[CH:22]=[CH:21]2. (2) Given the reactants [CH2:1]([C@H:8]([CH:12]=[CH2:13])[C:9]([OH:11])=[O:10])[C:2]1[CH:7]=[CH:6][CH:5]=[CH:4][CH:3]=1.[CH2:14]([Si:17]([CH3:20])([CH3:19])[CH3:18])C=C, predict the reaction product. The product is: [CH2:1]([C@H:8]([CH:12]=[CH:13][CH2:14][Si:17]([CH3:20])([CH3:19])[CH3:18])[C:9]([OH:11])=[O:10])[C:2]1[CH:7]=[CH:6][CH:5]=[CH:4][CH:3]=1. (3) Given the reactants [CH2:16]1[CH2:15]C[N:13]([C:11](N=N[C:11]([N:13]2[CH2:18][CH2:17][CH2:16][CH2:15]C2)=[O:12])=[O:12])[CH2:18][CH2:17]1.C1(P(C2C=CC=CC=2)C2C=CC=CC=2)C=CC=CC=1.[C:38]1([OH:44])[CH:43]=[CH:42][CH:41]=[CH:40][CH:39]=1, predict the reaction product. The product is: [O:44]([C:11]([N:13]1[CH2:18][CH2:17][CH2:16][CH2:15]1)=[O:12])[C:38]1[CH:43]=[CH:42][CH:41]=[CH:40][CH:39]=1. (4) Given the reactants [Br:1][C:2]1[CH:3]=[C:4]2[C:8](=[CH:9][CH:10]=1)[NH:7][CH:6]=[CH:5]2.[CH2:11](Br)[C:12]1[CH:17]=[CH:16][CH:15]=[CH:14][CH:13]=1, predict the reaction product. The product is: [CH2:11]([N:7]1[C:8]2[C:4](=[CH:3][C:2]([Br:1])=[CH:10][CH:9]=2)[CH:5]=[CH:6]1)[C:12]1[CH:17]=[CH:16][CH:15]=[CH:14][CH:13]=1. (5) Given the reactants [NH:1]([C:3]1[N:8]([CH2:9][CH:10]([CH3:12])[CH3:11])[C:7](=[O:13])[N:6]([CH3:14])[C:5](=[O:15])[CH:4]=1)[NH2:2].[CH3:16][C:17]1[CH:18]=[C:19]2[C:23](=[CH:24][CH:25]=1)[NH:22][CH:21]=[C:20]2[CH:26]=O.[CH:28]([C:30]1[N:34]([CH3:35])[CH:33]=[C:32]([C:36]([O:38][CH3:39])=[O:37])[CH:31]=1)=O, predict the reaction product. The product is: [CH2:9]([N:8]1[C:3]2=[N:1][N:2]([CH2:26][C:20]3[C:19]4[C:23](=[CH:24][CH:25]=[C:17]([CH3:16])[CH:18]=4)[NH:22][CH:21]=3)[C:28]([C:30]3[N:34]([CH3:35])[CH:33]=[C:32]([C:36]([O:38][CH3:39])=[O:37])[CH:31]=3)=[C:4]2[C:5](=[O:15])[N:6]([CH3:14])[C:7]1=[O:13])[CH:10]([CH3:11])[CH3:12]. (6) Given the reactants [C:1]1([C:11]2[CH2:16][CH2:15][C:14]([C:19]3[CH:20]=[C:21]([CH3:25])[CH:22]=[CH:23][CH:24]=3)([C:17]#[N:18])[CH2:13][CH:12]=2)[C:10]2[C:5](=[CH:6][CH:7]=[CH:8][CH:9]=2)[CH:4]=[CH:3][CH:2]=1.[H-].[Al+3].[Li+].[H-].[H-].[H-].C(C(C(C([O-])=O)O)O)([O-])=O.[Na+].[K+], predict the reaction product. The product is: [C:1]1([C:11]2[CH2:16][CH2:15][C:14]([CH2:17][NH2:18])([C:19]3[CH:20]=[C:21]([CH3:25])[CH:22]=[CH:23][CH:24]=3)[CH2:13][CH:12]=2)[C:10]2[C:5](=[CH:6][CH:7]=[CH:8][CH:9]=2)[CH:4]=[CH:3][CH:2]=1. (7) Given the reactants [CH3:1][O:2][C:3]1[CH:8]=[CH:7][C:6](B(O)O)=[CH:5][CH:4]=1.Cl[C:13]1[N:18]=[C:17]([NH2:19])[N:16]=[C:15]([NH:20][CH:21]2[CH2:23][CH2:22]2)[CH:14]=1, predict the reaction product. The product is: [CH:21]1([NH:20][C:15]2[CH:14]=[C:13]([C:6]3[CH:7]=[CH:8][C:3]([O:2][CH3:1])=[CH:4][CH:5]=3)[N:18]=[C:17]([NH2:19])[N:16]=2)[CH2:23][CH2:22]1. (8) Given the reactants Br[C:2]1[CH:3]=[N:4][C:5]([N:8]2[CH2:12][CH2:11][CH2:10][C:9]2=[O:13])=[N:6][CH:7]=1.[OH:14][C:15]([CH3:48])([CH3:47])[CH2:16][C@@:17]1([C:41]2[CH:46]=[CH:45][CH:44]=[CH:43][CH:42]=2)[O:22][C:21](=[O:23])[N:20]([C@H:24]([C:26]2[CH:31]=[CH:30][C:29](B3OC(C)(C)C(C)(C)O3)=[CH:28][CH:27]=2)[CH3:25])[CH2:19][CH2:18]1, predict the reaction product. The product is: [OH:14][C:15]([CH3:47])([CH3:48])[CH2:16][C@@:17]1([C:41]2[CH:46]=[CH:45][CH:44]=[CH:43][CH:42]=2)[O:22][C:21](=[O:23])[N:20]([C@H:24]([C:26]2[CH:27]=[CH:28][C:29]([C:2]3[CH:3]=[N:4][C:5]([N:8]4[CH2:12][CH2:11][CH2:10][C:9]4=[O:13])=[N:6][CH:7]=3)=[CH:30][CH:31]=2)[CH3:25])[CH2:19][CH2:18]1. (9) Given the reactants Cl.[NH2:2][CH:3]1[CH2:7][CH2:6][N:5]([C:8]([C:10]2[N:11]=[C:12]3[C:17]([C:18]([F:21])([F:20])[F:19])=[CH:16][C:15]([C:22]4[CH:26]=[CH:25][O:24][CH:23]=4)=[CH:14][N:13]3[C:27]=2[Cl:28])=[O:9])[CH2:4]1.C(N(CC)C(C)C)(C)C.[CH3:38][S:39](Cl)(=[O:41])=[O:40], predict the reaction product. The product is: [Cl:28][C:27]1[N:13]2[CH:14]=[C:15]([C:22]3[CH:26]=[CH:25][O:24][CH:23]=3)[CH:16]=[C:17]([C:18]([F:20])([F:21])[F:19])[C:12]2=[N:11][C:10]=1[C:8]([N:5]1[CH2:6][CH2:7][CH:3]([NH:2][S:39]([CH3:38])(=[O:41])=[O:40])[CH2:4]1)=[O:9]. (10) The product is: [CH2:19]([N:18]1[C:14]([C:12]2[CH:13]=[C:8]([C:6]([OH:7])=[O:5])[CH:9]=[C:10]([C:21]3[CH:26]=[CH:25][C:24]([CH3:27])=[CH:23][CH:22]=3)[CH:11]=2)=[N:15][N:16]=[N:17]1)[CH3:20]. Given the reactants O[Li].O.C[O:5][C:6]([C:8]1[CH:9]=[C:10]([C:21]2[CH:26]=[CH:25][C:24]([CH3:27])=[CH:23][CH:22]=2)[CH:11]=[C:12]([C:14]2[N:18]([CH2:19][CH3:20])[N:17]=[N:16][N:15]=2)[CH:13]=1)=[O:7], predict the reaction product.